From a dataset of Forward reaction prediction with 1.9M reactions from USPTO patents (1976-2016). Predict the product of the given reaction. (1) Given the reactants [F:1][C:2]1[CH:7]=[CH:6][C:5]([N:8]2[C:12]([C:13]([O:15][CH2:16][CH3:17])=[O:14])=[CH:11][N:10]=[C:9]2[CH:18]=O)=[CH:4][CH:3]=1.[F:20][C:21]1[C:27]([F:28])=[CH:26][CH:25]=[C:24]([F:29])[C:22]=1[NH2:23].[B][B][B][B][B][B][B][B][B][B], predict the reaction product. The product is: [F:1][C:2]1[CH:7]=[CH:6][C:5]([N:8]2[C:12]([C:13]([O:15][CH2:16][CH3:17])=[O:14])=[CH:11][N:10]=[C:9]2[CH2:18][NH:23][C:22]2[C:24]([F:29])=[CH:25][CH:26]=[C:27]([F:28])[C:21]=2[F:20])=[CH:4][CH:3]=1. (2) Given the reactants [Cl:1][C:2]1[C:7]([Cl:8])=[CH:6][CH:5]=[CH:4][C:3]=1[N:9]1[CH2:14][CH2:13][N:12]([CH2:15][CH2:16][CH2:17][O:18][C:19]2[CH:27]=[C:26]3[C:22](C=NN3)=[CH:21][CH:20]=2)[CH2:11][CH2:10]1.[Na+].[I-].Cl.Cl[C:32]1C(Cl)=CC=C[C:33]=1[N:39]1[CH2:44]CNCC1.C([O-])([O-])=[O:46].[K+].[K+], predict the reaction product. The product is: [Cl:1][C:2]1[C:7]([Cl:8])=[CH:6][CH:5]=[CH:4][C:3]=1[N:9]1[CH2:10][CH2:11][N:12]([CH2:15][CH2:16][CH2:17][O:18][C:19]2[CH:27]=[C:26]3[C:22]([CH2:32][CH2:33][NH:39][C:44]3=[O:46])=[CH:21][CH:20]=2)[CH2:13][CH2:14]1. (3) Given the reactants [CH2:1]([N:5]1[C:9]([CH2:10][O:11][C:12]2[CH:17]=[CH:16][CH:15]=[CH:14][C:13]=2[CH2:18][C@@H:19]([O:25][C:26]2[C:27]3[C:34]([C:35]4[CH:40]=[CH:39][C:38]([O:41][CH2:42][CH2:43][N:44]5[CH2:49][CH2:48][N:47]([CH3:50])[CH2:46][CH2:45]5)=[C:37]([Cl:51])[C:36]=4[CH3:52])=[C:33](I)[S:32][C:28]=3[N:29]=[CH:30][N:31]=2)[C:20]([O:22][CH2:23][CH3:24])=[O:21])=[CH:8][CH:7]=[N:6]1)[CH2:2][CH2:3][CH3:4].[C:54]([Si](C)(C)C)#[CH:55].CCCC[N+](CCCC)(CCCC)CCCC.[F-], predict the reaction product. The product is: [CH2:1]([N:5]1[C:9]([CH2:10][O:11][C:12]2[CH:17]=[CH:16][CH:15]=[CH:14][C:13]=2[CH2:18][C@@H:19]([O:25][C:26]2[C:27]3[C:34]([C:35]4[CH:40]=[CH:39][C:38]([O:41][CH2:42][CH2:43][N:44]5[CH2:49][CH2:48][N:47]([CH3:50])[CH2:46][CH2:45]5)=[C:37]([Cl:51])[C:36]=4[CH3:52])=[C:33]([C:54]#[CH:55])[S:32][C:28]=3[N:29]=[CH:30][N:31]=2)[C:20]([O:22][CH2:23][CH3:24])=[O:21])=[CH:8][CH:7]=[N:6]1)[CH2:2][CH2:3][CH3:4]. (4) Given the reactants [O:1]=[S:2]1(=[O:18])[CH2:6][CH2:5][CH2:4][N:3]1[C:7]1[CH:17]=[CH:16][C:10]([C:11]([O:13]CC)=O)=[CH:9][N:8]=1.[CH:19]1([C:22]2[C:23]([N:31]3[CH2:36][CH2:35][NH:34][CH2:33][CH2:32]3)=[N:24][CH:25]=[C:26]([CH:28]3[CH2:30][CH2:29]3)[CH:27]=2)[CH2:21][CH2:20]1, predict the reaction product. The product is: [CH:19]1([C:22]2[C:23]([N:31]3[CH2:32][CH2:33][N:34]([C:11]([C:10]4[CH:9]=[N:8][C:7]([N:3]5[CH2:4][CH2:5][CH2:6][S:2]5(=[O:1])=[O:18])=[CH:17][CH:16]=4)=[O:13])[CH2:35][CH2:36]3)=[N:24][CH:25]=[C:26]([CH:28]3[CH2:30][CH2:29]3)[CH:27]=2)[CH2:20][CH2:21]1. (5) Given the reactants Cl[C:2]1[N:7]=[C:6]([C:8]2[CH:13]=[CH:12][C:11]([Cl:14])=[CH:10][CH:9]=2)[CH:5]=[C:4]([CH3:15])[N:3]=1.[Cl:16][C:17]1[CH:22]=[C:21](B(O)O)[CH:20]=[CH:19][N:18]=1, predict the reaction product. The product is: [Cl:14][C:11]1[CH:12]=[CH:13][C:8]([C:6]2[CH:5]=[C:4]([CH3:15])[N:3]=[C:2]([C:21]3[CH:20]=[CH:19][N:18]=[C:17]([Cl:16])[CH:22]=3)[N:7]=2)=[CH:9][CH:10]=1.